Dataset: Forward reaction prediction with 1.9M reactions from USPTO patents (1976-2016). Task: Predict the product of the given reaction. Given the reactants [C:1]1([C@@H:7]([CH3:11])[C:8](Cl)=[O:9])[CH:6]=[CH:5][CH:4]=[CH:3][CH:2]=1.[Cl:12][C:13]1[CH:14]=[N:15][CH:16]=[C:17]([Cl:32])[C:18]=1[CH2:19][C:20]([C:22]1[CH:27]=[CH:26][C:25]([O:28][CH3:29])=[C:24]([O:30][CH3:31])[CH:23]=1)=[O:21], predict the reaction product. The product is: [Cl:32][C:17]1[CH:16]=[N:15][CH:14]=[C:13]([Cl:12])[C:18]=1/[CH:19]=[C:20](\[O:21][C:8](=[O:9])[C@@H:7]([C:1]1[CH:6]=[CH:5][CH:4]=[CH:3][CH:2]=1)[CH3:11])/[C:22]1[CH:27]=[CH:26][C:25]([O:28][CH3:29])=[C:24]([O:30][CH3:31])[CH:23]=1.